Dataset: Forward reaction prediction with 1.9M reactions from USPTO patents (1976-2016). Task: Predict the product of the given reaction. (1) Given the reactants [H-].[Al+3].[Li+].[H-].[H-].[H-].[CH:7]([C@H:9]1[CH2:14][CH2:13][C@H:12]([C:15](OC)=[O:16])[CH2:11][CH2:10]1)=[CH2:8].O.Cl, predict the reaction product. The product is: [CH:7]([C@H:9]1[CH2:14][CH2:13][C@H:12]([CH2:15][OH:16])[CH2:11][CH2:10]1)=[CH2:8]. (2) Given the reactants [CH3:1][C:2]1[NH:6][N:5]=[C:4]([NH2:7])[CH:3]=1.CCN(C(C)C)C(C)C.[Cl:17][C:18]1[N:23]=[C:22](Cl)[C:21]([CH:25]=[O:26])=[C:20]([Cl:27])[N:19]=1.O, predict the reaction product. The product is: [Cl:17][C:18]1[N:19]=[C:20]([Cl:27])[C:21]([CH:25]=[O:26])=[C:22]([NH:7][C:4]2[CH:3]=[C:2]([CH3:1])[NH:6][N:5]=2)[N:23]=1. (3) Given the reactants C[O:2][C:3](=[O:35])[CH2:4][C:5]1[CH:10]=[CH:9][C:8]([O:11][CH3:12])=[C:7]([O:13][C:14]2[CH:19]=[CH:18][C:17]([Br:20])=[CH:16][C:15]=2[CH2:21][N:22]2[C@@H:26]([CH3:27])[C@@H:25]([C:28]3[CH:33]=[CH:32][CH:31]=[CH:30][CH:29]=3)[O:24][C:23]2=[O:34])[CH:6]=1.CC1(C)C(C)(C)OB(C2C=NNC=2)O1, predict the reaction product. The product is: [Br:20][C:17]1[CH:18]=[CH:19][C:14]([O:13][C:7]2[CH:6]=[C:5]([CH2:4][C:3]([OH:35])=[O:2])[CH:10]=[CH:9][C:8]=2[O:11][CH3:12])=[C:15]([CH2:21][N:22]2[C@@H:26]([CH3:27])[C@@H:25]([C:28]3[CH:33]=[CH:32][CH:31]=[CH:30][CH:29]=3)[O:24][C:23]2=[O:34])[CH:16]=1. (4) Given the reactants [CH2:1]([C:3]1[CH:4]=[N:5][C:6]([N:9]2[CH2:14][CH2:13][CH:12]([N:15]3[C:19]([C:20]([F:23])([F:22])[F:21])=[C:18]([C:24](OCC)=[O:25])[CH:17]=[N:16]3)[CH2:11][CH2:10]2)=[N:7][CH:8]=1)[CH3:2].[BH4-].[Na+], predict the reaction product. The product is: [CH2:1]([C:3]1[CH:8]=[N:7][C:6]([N:9]2[CH2:14][CH2:13][CH:12]([N:15]3[C:19]([C:20]([F:23])([F:22])[F:21])=[C:18]([CH2:24][OH:25])[CH:17]=[N:16]3)[CH2:11][CH2:10]2)=[N:5][CH:4]=1)[CH3:2]. (5) Given the reactants I[CH2:2][CH2:3][CH2:4][CH3:5].[CH2:6]([NH:13][C:14](=[O:36])[N:15]([C:17]1[CH:18]=[C:19]([C:23]2[CH:28]=[CH:27][C:26]([CH2:29][CH2:30][C:31]([O:33][CH3:34])=[O:32])=[CH:25][C:24]=2[OH:35])[CH:20]=[CH:21][CH:22]=1)[CH3:16])[CH2:7][CH2:8][CH2:9][CH2:10][CH2:11][CH3:12].C(=O)([O-])[O-].[K+].[K+], predict the reaction product. The product is: [CH2:2]([O:35][C:24]1[CH:25]=[C:26]([CH2:29][CH2:30][C:31]([O:33][CH3:34])=[O:32])[CH:27]=[CH:28][C:23]=1[C:19]1[CH:20]=[CH:21][CH:22]=[C:17]([N:15]([CH3:16])[C:14]([NH:13][CH2:6][CH2:7][CH2:8][CH2:9][CH2:10][CH2:11][CH3:12])=[O:36])[CH:18]=1)[CH2:3][CH2:4][CH3:5]. (6) The product is: [Cl:10][C:11]1[CH:12]=[N:13][CH:14]=[C:15]([Cl:18])[C:16]=1[N:7]1[CH2:8][CH2:9][N:4]([C:1](=[O:3])[CH3:2])[CH2:5][CH2:6]1. Given the reactants [C:1]([N:4]1[CH2:9][CH2:8][NH:7][CH2:6][CH2:5]1)(=[O:3])[CH3:2].[Cl:10][C:11]1[CH:12]=[N:13][CH:14]=[C:15]([Cl:18])[C:16]=1Cl.C(N(CC)CC)C, predict the reaction product. (7) Given the reactants [Cl:1][C:2]1[CH:7]=[CH:6][C:5]([C:8]2[N:13]=[C:12]3[C:14](=[O:18])O[C:16](=[O:17])[C:11]3=[N:10][C:9]=2[C:19]2[CH:24]=[CH:23][C:22]([Cl:25])=[CH:21][CH:20]=2)=[CH:4][CH:3]=1.[N:26]1[CH:31]=[CH:30][C:29]([CH2:32][NH2:33])=[CH:28][CH:27]=1.CN(C=O)C.S(Cl)(Cl)=O, predict the reaction product. The product is: [Cl:25][C:22]1[CH:23]=[CH:24][C:19]([C:9]2[N:10]=[C:11]3[C:16](=[O:17])[N:33]([CH2:32][C:29]4[CH:30]=[CH:31][N:26]=[CH:27][CH:28]=4)[C:14](=[O:18])[C:12]3=[N:13][C:8]=2[C:5]2[CH:4]=[CH:3][C:2]([Cl:1])=[CH:7][CH:6]=2)=[CH:20][CH:21]=1.